Dataset: Experimentally validated miRNA-target interactions with 360,000+ pairs, plus equal number of negative samples. Task: Binary Classification. Given a miRNA mature sequence and a target amino acid sequence, predict their likelihood of interaction. The miRNA is hsa-miR-495-3p with sequence AAACAAACAUGGUGCACUUCUU. The protein sequence of the target gene is MSRLSRSLLWAATCLGVLCVLSADKNTTQHPNVTTLAPISNVTSAPVTSLPLVTTPAPETCEGRNSCVSCFNVSVVNTTCFWIECKDESYCSHNSTVSDCQVGNTTDFCSVSTATPVPTANSTAKPTVQPSPSTTSKTVTTSGTTNNTVTPTSQPVRKSTFDAASFIGGIVLVLGVQAVIFFLYKFCKSKERNYHTL. Result: 1 (interaction).